Task: Regression/Classification. Given a drug SMILES string, predict its toxicity properties. Task type varies by dataset: regression for continuous values (e.g., LD50, hERG inhibition percentage) or binary classification for toxic/non-toxic outcomes (e.g., AMES mutagenicity, cardiotoxicity, hepatotoxicity). Dataset: herg_karim.. Dataset: hERG potassium channel inhibition data for cardiac toxicity prediction from Karim et al. (1) The compound is C[C@@H](NC(=O)Cc1ccc(-c2cnn3ncccc23)cc1)c1ccc(OCC(F)(F)F)cn1. The result is 0 (non-blocker). (2) The drug is [2H]C(Nc1cc(C(F)(F)F)cc2ncc(N3CCN(CC([2H])([2H])O)CC3)cc12)c1cccc([N+](=O)[O-])c1. The result is 1 (blocker). (3) The molecule is C[C@H](c1ccccc1)N1C(=O)O[C@](Cc2ccccc2)(c2nnc(C3(c4ccccc4)CC3)o2)C1=O. The result is 1 (blocker). (4) The compound is O=C1COc2ccc(CNC34CCC(CCc5c(F)cnc6ccc(OC[C@@H]7C[C@H](O)[C@H](O)C7)nc56)(CC3)OC4)nc2N1. The result is 1 (blocker). (5) The compound is O=C1COc2ccc(CNC3CCN(CCn4c(=O)ccc5ncc(Oc6cccnc6)cc54)CC3F)nc2N1. The result is 0 (non-blocker).